Dataset: Catalyst prediction with 721,799 reactions and 888 catalyst types from USPTO. Task: Predict which catalyst facilitates the given reaction. (1) Reactant: [NH2:1][CH2:2][CH2:3][O:4][CH2:5][CH2:6][OH:7].[C:8](O[C:8]([O:10][C:11]([CH3:14])([CH3:13])[CH3:12])=[O:9])([O:10][C:11]([CH3:14])([CH3:13])[CH3:12])=[O:9]. Product: [C:11]([O:10][C:8](=[O:9])[NH:1][CH2:2][CH2:3][O:4][CH2:5][CH2:6][OH:7])([CH3:14])([CH3:13])[CH3:12]. The catalyst class is: 13. (2) Reactant: [CH3:1][O:2][C:3]1[CH:4]=[CH:5][C:6]2[O:10][C:9]([CH:11]([NH:18][C:19]3[CH:27]=[CH:26][C:22](C(O)=O)=[CH:21][CH:20]=3)[CH2:12][CH2:13][CH2:14][CH2:15][CH2:16][CH3:17])=[C:8]([CH3:28])[C:7]=2[CH:29]=1.CNC[CH2:33][C:34]([O:36][CH2:37][CH3:38])=[O:35].O.ON1C2C=CC=CC=2N=N1.Cl.C(N=C=NCCCN(C)C)C.[Cl-].[NH4+].[CH3:64][N:65]([CH3:68])[CH:66]=[O:67]. Product: [CH3:1][O:2][C:3]1[CH:4]=[CH:5][C:6]2[O:10][C:9]([CH:11]([NH:18][C:19]3[CH:27]=[CH:26][C:22]([C:66]([N:65]([CH3:68])[CH2:64][CH2:33][C:34]([O:36][CH2:37][CH3:38])=[O:35])=[O:67])=[CH:21][CH:20]=3)[CH2:12][CH2:13][CH2:14][CH2:15][CH2:16][CH3:17])=[C:8]([CH3:28])[C:7]=2[CH:29]=1. The catalyst class is: 66.